From a dataset of Catalyst prediction with 721,799 reactions and 888 catalyst types from USPTO. Predict which catalyst facilitates the given reaction. (1) Reactant: [O:1]=[S:2]1(=[O:50])[CH2:7][CH2:6][N:5]([CH2:8][CH2:9][NH:10][C@:11]23[CH2:46][CH2:45][C@@H:44]([C:47]([CH3:49])=[CH2:48])[C@@H:12]2[C@@H:13]2[C@@:26]([CH3:29])([CH2:27][CH2:28]3)[C@@:25]3([CH3:30])[CH:16]([C@:17]4([CH3:43])[C@@H:22]([CH2:23][CH2:24]3)[C:21]([CH3:32])([CH3:31])[C@@H:20]([O:33][C:34](=[O:42])[CH2:35][C:36]([CH3:41])([CH3:40])[C:37]([OH:39])=[O:38])[CH2:19][CH2:18]4)[CH2:15][CH2:14]2)[CH2:4][CH2:3]1. Product: [O:50]=[S:2]1(=[O:1])[CH2:7][CH2:6][N:5]([CH2:8][CH2:9][NH:10][C@:11]23[CH2:46][CH2:45][C@@H:44]([CH:47]([CH3:48])[CH3:49])[C@@H:12]2[C@@H:13]2[C@@:26]([CH3:29])([CH2:27][CH2:28]3)[C@@:25]3([CH3:30])[CH:16]([C@:17]4([CH3:43])[C@@H:22]([CH2:23][CH2:24]3)[C:21]([CH3:31])([CH3:32])[C@@H:20]([O:33][C:34](=[O:42])[CH2:35][C:36]([CH3:40])([CH3:41])[C:37]([OH:39])=[O:38])[CH2:19][CH2:18]4)[CH2:15][CH2:14]2)[CH2:4][CH2:3]1. The catalyst class is: 43. (2) The catalyst class is: 582. Product: [CH2:18]([N:12]1[CH2:11][CH2:10][C:9]2[C:8]3[CH2:7][CH2:6][CH2:5][C@@H:4]([NH2:1])[C:17]=3[CH:16]=[CH:15][C:14]=2[CH2:13]1)[CH:19]([CH3:21])[CH3:20]. Reactant: [N:1]([C@H:4]1[C:17]2[CH:16]=[CH:15][C:14]3[CH2:13][N:12]([CH2:18][CH:19]([CH3:21])[CH3:20])[CH2:11][CH2:10][C:9]=3[C:8]=2[CH2:7][CH2:6][CH2:5]1)=[N+]=[N-]. (3) Reactant: [CH:1]([N:4]([CH:14]([CH3:16])[CH3:15])[C:5](=[O:13])[C:6]1[CH:11]=[CH:10][C:9](I)=[CH:8][CH:7]=1)([CH3:3])[CH3:2].[Li]CCCC.[F:22][C:23]1[CH:30]=[CH:29][C:26]([CH:27]=[O:28])=[CH:25][C:24]=1[O:31][CH3:32].[NH4+].[Cl-]. Product: [F:22][C:23]1[CH:30]=[CH:29][C:26]([CH:27]([OH:28])[C:9]2[CH:10]=[CH:11][C:6]([C:5]([N:4]([CH:14]([CH3:16])[CH3:15])[CH:1]([CH3:3])[CH3:2])=[O:13])=[CH:7][CH:8]=2)=[CH:25][C:24]=1[O:31][CH3:32]. The catalyst class is: 1. (4) Reactant: C1(N[N:8]=[C:9]2[C:14](=O)[CH2:13][CH2:12][CH2:11][CH2:10]2)C=CC=CC=1.[CH2:16](O)[CH2:17][O:18][CH2:19][CH2:20][OH:21].O.[C:24]1(C)[CH:29]=CC(S(O)(=O)=O)=[CH:26][CH:25]=1. Product: [O:21]1[CH2:20][CH2:19][O:18][C:17]21[CH2:16][CH2:26][C:25]1[C:14]3[C:9](=[CH:10][CH:11]=[CH:12][CH:13]=3)[NH:8][C:24]=1[CH2:29]2. The catalyst class is: 11.